This data is from Catalyst prediction with 721,799 reactions and 888 catalyst types from USPTO. The task is: Predict which catalyst facilitates the given reaction. (1) Reactant: [CH2:1]([S:9][CH2:10][C:11]([O:13]C)=[O:12])[CH2:2][S:3][CH2:4][C:5]([O:7]C)=[O:6]. Product: [CH2:2]([S:3][CH2:4][C:5]([OH:7])=[O:6])[CH2:1][S:9][CH2:10][C:11]([OH:13])=[O:12]. The catalyst class is: 33. (2) Reactant: C(OC([NH:11][CH:12]([CH2:23][CH2:24][P:25]([O:29][C:30]1[CH:35]=[CH:34][C:33]([Cl:36])=[CH:32][CH:31]=1)([O:27][CH3:28])=[O:26])[C:13]([O:15]CC1C=CC=CC=1)=[O:14])=O)C1C=CC=CC=1.C1(OC)C=CC=CC=1.[Cl-].[Cl-].[Cl-].[Al+3].O. Product: [NH2:11][CH:12]([CH2:23][CH2:24][P:25]([O:29][C:30]1[CH:31]=[CH:32][C:33]([Cl:36])=[CH:34][CH:35]=1)([O:27][CH3:28])=[O:26])[C:13]([OH:15])=[O:14]. The catalyst class is: 463. (3) Reactant: Cl[C:2]1[CH:19]=[C:18]([F:20])[C:17]([N+:21]([O-:23])=[O:22])=[CH:16][C:3]=1[C:4]([NH:6][C:7]1[CH:15]=[C:14]2[C:10]([CH:11]=[N:12][NH:13]2)=[CH:9][CH:8]=1)=[O:5].[NH4+:24].[OH-]. Product: [NH2:24][C:2]1[CH:19]=[C:18]([F:20])[C:17]([N+:21]([O-:23])=[O:22])=[CH:16][C:3]=1[C:4]([NH:6][C:7]1[CH:15]=[C:14]2[C:10]([CH:11]=[N:12][NH:13]2)=[CH:9][CH:8]=1)=[O:5]. The catalyst class is: 12. (4) Reactant: Cl.[Cl:2][C:3]1[C:8]([C:9](Cl)=[O:10])=[CH:7][N:6]=[CH:5][CH:4]=1.[CH3:12][NH2:13]. Product: [Cl:2][C:3]1[CH:4]=[CH:5][N:6]=[CH:7][C:8]=1[C:9]([NH:13][CH3:12])=[O:10]. The catalyst class is: 1. (5) Reactant: [CH:1]1([CH2:4][O:5][C:6]2[C:7]([OH:24])=[C:8]([C:14]3[CH:15]=[C:16]4[C:20](=[CH:21][CH:22]=3)[C:19](=[O:23])[O:18][CH2:17]4)[CH:9]=[CH:10][C:11]=2[O:12][CH3:13])[CH2:3][CH2:2]1.C(=O)([O-])[O-].[K+].[K+].Br[CH2:32][C:33]1([CH2:37][OH:38])[CH2:36][O:35][CH2:34]1. Product: [CH:1]1([CH2:4][O:5][C:6]2[C:7]([O:24][CH2:32][C:33]3([CH2:37][OH:38])[CH2:36][O:35][CH2:34]3)=[C:8]([C:14]3[CH:15]=[C:16]4[C:20](=[CH:21][CH:22]=3)[C:19](=[O:23])[O:18][CH2:17]4)[CH:9]=[CH:10][C:11]=2[O:12][CH3:13])[CH2:3][CH2:2]1. The catalyst class is: 10. (6) Product: [CH2:25]([O:32][C:33]1[CH:34]=[C:35]([CH:39]=[C:40]([O:42][C@@H:43]([CH3:56])[CH2:44][O:45][Si:46]([CH:53]([CH3:55])[CH3:54])([CH:47]([CH3:49])[CH3:48])[CH:50]([CH3:52])[CH3:51])[CH:41]=1)[C:36]([NH:57][C:58]1[CH:62]=[CH:61][N:60]([CH3:63])[N:59]=1)=[O:38])[C:26]1[CH:31]=[CH:30][CH:29]=[CH:28][CH:27]=1. Reactant: CN(C(ON1N=NC2C=CC=NC1=2)=[N+](C)C)C.F[P-](F)(F)(F)(F)F.[CH2:25]([O:32][C:33]1[CH:34]=[C:35]([CH:39]=[C:40]([O:42][C@@H:43]([CH3:56])[CH2:44][O:45][Si:46]([CH:53]([CH3:55])[CH3:54])([CH:50]([CH3:52])[CH3:51])[CH:47]([CH3:49])[CH3:48])[CH:41]=1)[C:36]([OH:38])=O)[C:26]1[CH:31]=[CH:30][CH:29]=[CH:28][CH:27]=1.[NH2:57][C:58]1[CH:62]=[CH:61][N:60]([CH3:63])[N:59]=1.CCN(C(C)C)C(C)C. The catalyst class is: 3. (7) Reactant: [OH:1][C:2]1[CH:10]=[CH:9][C:8]([S:11]([N:14]2[CH2:19][CH2:18][CH2:17][CH2:16][CH2:15]2)(=[O:13])=[O:12])=[CH:7][C:3]=1[C:4]([OH:6])=O.P(Cl)(Cl)Cl.C([C:27]1[CH:33]=[CH:32][C:30]([NH2:31])=[CH:29][CH:28]=1)(C)C. Product: [OH:1][C:2]1[CH:10]=[CH:9][C:8]([S:11]([N:14]2[CH2:19][CH2:18][CH2:17][CH2:16][CH2:15]2)(=[O:13])=[O:12])=[CH:7][C:3]=1[C:4]([NH:31][C:30]1[CH:29]=[CH:28][C:27]([O:1][CH:2]([CH3:10])[CH3:3])=[CH:33][CH:32]=1)=[O:6]. The catalyst class is: 159. (8) Reactant: [CH2:1]([O:8]CC1C=CC=CC=1)[C:2]1C=CC=[CH:4][CH:3]=1.[CH2:16]([SH:18])C.B(F)(F)F.C[CH2:24][O:25][CH2:26][CH3:27]. Product: [CH3:24][O:25][C:26]1[CH:27]=[C:1]([OH:8])[CH:2]=[CH:3][C:4]=1[S:18][CH3:16]. The catalyst class is: 2. (9) Reactant: [CH3:1][C:2]1[CH:7]=[CH:6][CH:5]=[CH:4][N:3]=1.[CH2:8](C1C=CC=CN=1)[CH3:9].C(C1C=CC=CN=1)CC.CC1C(C)=NC=CC=1.C(C1C(C)=NC=CC=1)C.CC1C=CN=C(C)C=1C.C1(C2C=CC=CN=2)C=CC=CC=1.C(C1C=CC=CN=1)C1C=CC=CC=1.[Cl-].N1C=CC=CC=1. Product: [NH:3]1[C:2]2[C:1](=[CH:4][CH:5]=[CH:6][CH:7]=2)[CH:9]=[CH:8]1. The catalyst class is: 17.